This data is from Reaction yield outcomes from USPTO patents with 853,638 reactions. The task is: Predict the reaction yield, written as a fraction of the theoretical maximum amount of product (1.0 means a 100% yield; for example, 0.34 means a 34% yield). (1) The reactants are Br[C:2]1[CH:7]=[C:6]([O:8][CH2:9][CH2:10][O:11][CH3:12])[CH:5]=[CH:4][C:3]=1[O:13][CH3:14].B(OC(C)C)(OC(C)C)OC(C)C.C([Li])CCC.B(O)O.[N:36]1[CH:41]=[CH:40][CH:39]=[C:38]([NH:42][C:43]([N:45]2[CH2:48][CH:47]([O:49][C:50]3[CH:55]=[CH:54][C:53](I)=[CH:52][N:51]=3)[CH2:46]2)=[O:44])[N:37]=1.C(=O)(O)[O-].[Na+]. The catalyst is C1COCC1.C(Cl)Cl.CN(C=O)C. The product is [N:36]1[CH:41]=[CH:40][CH:39]=[C:38]([NH:42][C:43]([N:45]2[CH2:46][CH:47]([O:49][C:50]3[CH:55]=[CH:54][C:53]([C:2]4[CH:7]=[C:6]([O:8][CH2:9][CH2:10][O:11][CH3:12])[CH:5]=[CH:4][C:3]=4[O:13][CH3:14])=[CH:52][N:51]=3)[CH2:48]2)=[O:44])[N:37]=1. The yield is 0.410. (2) The reactants are FC(F)(F)C(OC1C(F)=C(F)C(F)=C(F)C=1F)=O.[Cl:19][CH2:20][CH2:21][O:22][C:23]1[CH:32]=[C:31]([O:33][CH2:34][CH2:35][O:36][CH3:37])[CH:30]=[C:29]2[C:24]=1[C:25]([NH:38][C:39]1[CH:43]=[C:42]([CH2:44][C:45]([OH:47])=O)[NH:41][N:40]=1)=[N:26][CH:27]=[N:28]2.N1C=CC=CC=1.[F:54][C:55]1[CH:56]=[C:57]([CH:59]=[CH:60][CH:61]=1)[NH2:58]. The catalyst is CN(C=O)C.C(OCC)C. The product is [Cl:19][CH2:20][CH2:21][O:22][C:23]1[CH:32]=[C:31]([O:33][CH2:34][CH2:35][O:36][CH3:37])[CH:30]=[C:29]2[C:24]=1[C:25]([NH:38][C:39]1[CH:43]=[C:42]([CH2:44][C:45]([NH:58][C:57]3[CH:59]=[CH:60][CH:61]=[C:55]([F:54])[CH:56]=3)=[O:47])[NH:41][N:40]=1)=[N:26][CH:27]=[N:28]2. The yield is 0.950. (3) The reactants are [NH2:1][C:2]1([CH2:17][C:18]([O:20][CH2:21][CH3:22])=[O:19])[CH2:6][CH2:5][N:4]([C:7]([O:9][CH2:10][C:11]2[CH:16]=[CH:15][CH:14]=[CH:13][CH:12]=2)=[O:8])[CH2:3]1.[CH2:23]([C:31]1[CH:36]=[CH:35][C:34]([N:37]=[C:38]=[O:39])=[CH:33][CH:32]=1)[CH2:24][CH2:25][CH2:26][CH2:27][CH2:28][CH2:29][CH3:30].C(N(CC)CC)C. The catalyst is C(Cl)Cl. The product is [CH2:21]([O:20][C:18](=[O:19])[CH2:17][C:2]1([NH:1][C:38]([NH:37][C:34]2[CH:35]=[CH:36][C:31]([CH2:23][CH2:24][CH2:25][CH2:26][CH2:27][CH2:28][CH2:29][CH3:30])=[CH:32][CH:33]=2)=[O:39])[CH2:6][CH2:5][N:4]([C:7]([O:9][CH2:10][C:11]2[CH:12]=[CH:13][CH:14]=[CH:15][CH:16]=2)=[O:8])[CH2:3]1)[CH3:22]. The yield is 0.310. (4) The reactants are [C:1]1([Mg]Br)[CH:6]=[CH:5][CH:4]=[CH:3][CH:2]=1.[CH:9](=[O:13])/[CH:10]=[CH:11]/[CH3:12].[Cl-].[NH4+]. The catalyst is O1CCCC1.CCOCC. The product is [C:1]1([CH:9]([OH:13])[CH:10]=[CH:11][CH3:12])[CH:6]=[CH:5][CH:4]=[CH:3][CH:2]=1. The yield is 0.999. (5) The catalyst is [Zn].C1C=CC([P]([Pd]([P](C2C=CC=CC=2)(C2C=CC=CC=2)C2C=CC=CC=2)([P](C2C=CC=CC=2)(C2C=CC=CC=2)C2C=CC=CC=2)[P](C2C=CC=CC=2)(C2C=CC=CC=2)C2C=CC=CC=2)(C2C=CC=CC=2)C2C=CC=CC=2)=CC=1. The product is [Cl:1][CH2:2][C:3](=[O:13])[CH2:4][C:5]1[CH:10]=[CH:9][CH:8]=[CH:7][C:6]=1[Cl:14]. The reactants are [Cl:1][CH2:2][C:3](=[O:13])[CH2:4][C:5]1[CH:10]=[CH:9][C:8](Cl)=[C:7](Cl)[CH:6]=1.[Cl:14]C1C=CC=CC=1CCl.II.ClCC(Cl)=O. The yield is 0.220. (6) The reactants are [CH3:1][O:2][C:3]1[CH:8]=[CH:7][CH:6]=[CH:5][C:4]=1[C:9]1[C:17]2[C:12](=[N:13][CH:14]=[C:15](B3OC(C)(C)C(C)(C)O3)[CH:16]=2)[N:11](COCC[Si](C)(C)C)[N:10]=1.Br[C:36]1[CH:37]=[C:38]([C:42]2[N:43]([CH3:47])[CH:44]=[CH:45][N:46]=2)[CH:39]=[CH:40][CH:41]=1.ClC1C=C(C2N(C)C=CN=2)C=CC=1.[C:61](=O)([O-:63])[O-:62].[Na+].[Na+].S([O-])([O-])(=O)=O.[Na+].[Na+]. The catalyst is C(#N)C.FC(F)(F)C(O)=O. The product is [CH:61]([OH:63])=[O:62].[CH3:1][O:2][C:3]1[CH:8]=[CH:7][CH:6]=[CH:5][C:4]=1[C:9]1[C:17]2[C:12](=[N:13][CH:14]=[C:15]([C:40]3[CH:41]=[CH:36][CH:37]=[C:38]([C:42]4[N:43]([CH3:47])[CH:44]=[CH:45][N:46]=4)[CH:39]=3)[CH:16]=2)[NH:11][N:10]=1. The yield is 0.400. (7) The reactants are [OH:1][C:2]([C@H:5]1[CH2:10][CH2:9][C:8]([CH2:11][N:12]2C(=O)C3C(=CC=CC=3)C2=O)=[CH:7][CH2:6]1)([CH3:4])[CH3:3].O.NN. The catalyst is CO. The product is [NH2:12][CH2:11][C:8]1[CH2:9][CH2:10][C@H:5]([C:2]([OH:1])([CH3:3])[CH3:4])[CH2:6][CH:7]=1. The yield is 0.630. (8) The catalyst is CO. The reactants are [F:1][C:2]1[N:10]=[C:9]2[C:5]([NH:6][CH:7]=[N:8]2)=[C:4](Cl)[N:3]=1.C(N(C(C)C)CC)(C)C.[C:21]1([SH:27])[CH:26]=[CH:25][CH:24]=[CH:23][CH:22]=1. The product is [F:1][C:2]1[N:10]=[C:9]2[C:5]([NH:6][CH:7]=[N:8]2)=[C:4]([S:27][C:21]2[CH:26]=[CH:25][CH:24]=[CH:23][CH:22]=2)[N:3]=1. The yield is 0.830. (9) The reactants are C(N(CC)CC)C.[N:8]1([C:14]([O:16][C:17]([CH3:20])([CH3:19])[CH3:18])=[O:15])[CH2:13][CH2:12][NH:11][CH2:10][CH2:9]1.Cl[C:22]1[C:23]2[C@H:30]([CH3:31])[CH2:29][CH2:28][C:24]=2[N:25]=[CH:26][N:27]=1.C(OCC)(=O)C. The catalyst is CCCCO. The product is [CH3:31][C@H:30]1[C:23]2[C:22]([N:11]3[CH2:12][CH2:13][N:8]([C:14]([O:16][C:17]([CH3:20])([CH3:19])[CH3:18])=[O:15])[CH2:9][CH2:10]3)=[N:27][CH:26]=[N:25][C:24]=2[CH2:28][CH2:29]1. The yield is 0.741.